This data is from Forward reaction prediction with 1.9M reactions from USPTO patents (1976-2016). The task is: Predict the product of the given reaction. (1) Given the reactants [Cl:1][C:2]1[CH:3]=[C:4]([NH:9][C:10]2[C:19]3[C:14](=[CH:15][C:16]([O:33][CH3:34])=[C:17]([O:20][C@H:21]4[CH2:25][CH2:24][N:23](C(OC(C)(C)C)=O)[CH2:22]4)[CH:18]=3)[N:13]=[CH:12][N:11]=2)[CH:5]=[CH:6][C:7]=1[F:8].[ClH:35], predict the reaction product. The product is: [ClH:1].[ClH:35].[Cl:1][C:2]1[CH:3]=[C:4]([NH:9][C:10]2[C:19]3[C:14](=[CH:15][C:16]([O:33][CH3:34])=[C:17]([O:20][C@H:21]4[CH2:25][CH2:24][NH:23][CH2:22]4)[CH:18]=3)[N:13]=[CH:12][N:11]=2)[CH:5]=[CH:6][C:7]=1[F:8]. (2) Given the reactants [Cl:1][C:2]1[CH:10]=[C:9]([S:11]([CH3:14])(=[O:13])=[O:12])[CH:8]=[CH:7][C:3]=1[C:4]([OH:6])=O.CN1CCOCC1.[Cl:22][C:23]1[CH:28]=[CH:27][C:26]([NH2:29])=[CH:25][C:24]=1[C:30]1[CH:35]=[CH:34][CH:33]=[CH:32][N:31]=1.C(O)(C)C, predict the reaction product. The product is: [Cl:1][C:2]1[CH:10]=[C:9]([S:11]([CH3:14])(=[O:13])=[O:12])[CH:8]=[CH:7][C:3]=1[C:4]([NH:29][C:26]1[CH:27]=[CH:28][C:23]([Cl:22])=[C:24]([C:30]2[CH:35]=[CH:34][CH:33]=[CH:32][N:31]=2)[CH:25]=1)=[O:6]. (3) Given the reactants [CH3:1][NH:2][S:3]([C:5]1[CH:10]=[CH:9][C:8]([Br:11])=[CH:7][CH:6]=1)=[O:4].[CH3:12][NH2:13], predict the reaction product. The product is: [Br:11][C:8]1[CH:9]=[CH:10][C:5]([S:3](=[N:13][CH3:12])([NH:2][CH3:1])=[O:4])=[CH:6][CH:7]=1. (4) Given the reactants [F:1][C:2]1[CH:7]=[CH:6][C:5]([C@@H:8]2[CH2:13][C@H:12]([O:14]S(C)(=O)=O)[CH2:11][CH2:10][N:9]2[C:19]([O:21][C:22]([CH3:25])([CH3:24])[CH3:23])=[O:20])=[CH:4][CH:3]=1.[C:26]([O-])(=[O:28])[CH3:27].[Na+], predict the reaction product. The product is: [C:26]([O:14][C@@H:12]1[CH2:11][CH2:10][N:9]([C:19]([O:21][C:22]([CH3:25])([CH3:24])[CH3:23])=[O:20])[C@@H:8]([C:5]2[CH:6]=[CH:7][C:2]([F:1])=[CH:3][CH:4]=2)[CH2:13]1)(=[O:28])[CH3:27]. (5) Given the reactants [C:1]([OH:32])(=[O:31])[CH2:2][CH2:3][C@H:4]([NH:8][C:9]([C:11]1[CH:30]=[CH:29][C:14]([NH:15][CH2:16][CH:17]2[NH:28][C:27]3[C:25](=[O:26])[NH:24][C:22]([NH2:23])=[N:21][C:20]=3[NH:19][CH2:18]2)=[CH:13][CH:12]=1)=[O:10])[C:5]([OH:7])=[O:6].Cl, predict the reaction product. The product is: [C:1]([OH:32])(=[O:31])[CH2:2][CH2:3][C@H:4]([NH:8][C:9]([C:11]1[CH:12]=[CH:13][C:14]([NH:15][CH2:16][C@H:17]2[NH:28][C:27]3[C:25](=[O:26])[NH:24][C:22]([NH2:23])=[N:21][C:20]=3[NH:19][CH2:18]2)=[CH:29][CH:30]=1)=[O:10])[C:5]([OH:7])=[O:6].